From a dataset of Full USPTO retrosynthesis dataset with 1.9M reactions from patents (1976-2016). Predict the reactants needed to synthesize the given product. Given the product [Br:15][C:16]1[CH:21]=[C:20]([N:8]2[C:6]3=[N:7][C:2]([Cl:1])=[CH:3][CH:4]=[C:5]3[C:10]([C:11]([O:13][CH3:14])=[O:12])=[N:9]2)[CH:19]=[CH:18][CH:17]=1, predict the reactants needed to synthesize it. The reactants are: [Cl:1][C:2]1[N:7]=[C:6]2[NH:8][N:9]=[C:10]([C:11]([O:13][CH3:14])=[O:12])[C:5]2=[CH:4][CH:3]=1.[Br:15][C:16]1[CH:17]=[C:18](B(O)O)[CH:19]=[CH:20][CH:21]=1.